This data is from Retrosynthesis with 50K atom-mapped reactions and 10 reaction types from USPTO. The task is: Predict the reactants needed to synthesize the given product. (1) The reactants are: COCCN1C[C@@H](NC(=O)Nc2c(C)c(OCCN3C(=O)c4ccccc4C3=O)nn2-c2ccccc2)[C@H](c2ccc(F)c(F)c2)C1. Given the product COCCN1C[C@@H](NC(=O)Nc2c(C)c(OCCN)nn2-c2ccccc2)[C@H](c2ccc(F)c(F)c2)C1, predict the reactants needed to synthesize it. (2) Given the product FC(F)(F)c1nnc2ccc(N3CCN(Cc4cccs4)CC3)nn12, predict the reactants needed to synthesize it. The reactants are: FC(F)(F)c1nnc2ccc(N3CCNCC3)nn12.O=Cc1cccs1. (3) The reactants are: CCOC(=O)c1cc(CC)n(C)n1.[NH4+]. Given the product CCc1cc(C(N)=O)nn1C, predict the reactants needed to synthesize it.